Dataset: Full USPTO retrosynthesis dataset with 1.9M reactions from patents (1976-2016). Task: Predict the reactants needed to synthesize the given product. (1) Given the product [CH2:1]([O:3][C:4](=[O:17])[C:5]([C:15]#[N:16])([CH3:21])[C:6]1[CH:7]=[CH:8][C:9]([N+:12]([O-:14])=[O:13])=[CH:10][CH:11]=1)[CH3:2], predict the reactants needed to synthesize it. The reactants are: [CH2:1]([O:3][C:4](=[O:17])[CH:5]([C:15]#[N:16])[C:6]1[CH:11]=[CH:10][C:9]([N+:12]([O-:14])=[O:13])=[CH:8][CH:7]=1)[CH3:2].[H-].[Na+].I[CH3:21]. (2) The reactants are: [N:1]1[CH:6]=[CH:5][N:4]=[CH:3][C:2]=1[NH2:7].Br[CH2:9][C:10]([C:12]1[CH:17]=[CH:16][C:15]([F:18])=[CH:14][CH:13]=1)=O.C(=O)(O)[O-].[Na+]. Given the product [F:18][C:15]1[CH:16]=[CH:17][C:12]([C:10]2[N:7]=[C:2]3[CH:3]=[N:4][CH:5]=[CH:6][N:1]3[CH:9]=2)=[CH:13][CH:14]=1, predict the reactants needed to synthesize it. (3) Given the product [CH2:7]([N:14]1[CH2:20][CH:19]2[NH:22][CH:16]([CH2:17][CH2:18]2)[CH2:15]1)[C:8]1[CH:9]=[CH:10][CH:11]=[CH:12][CH:13]=1, predict the reactants needed to synthesize it. The reactants are: [H-].[H-].[H-].[H-].[Li+].[Al+3].[CH2:7]([N:14]1[C:20](=O)[CH:19]2[NH:22][CH:16]([CH2:17][CH2:18]2)[C:15]1=O)[C:8]1[CH:13]=[CH:12][CH:11]=[CH:10][CH:9]=1. (4) Given the product [C:3]([N:7]([CH3:32])[C:8]1[N:12]2[CH:13]=[CH:14][N:15]=[CH:16][C:11]2=[N:10][C:9]=1[C:17]1[S:18][C:19]([C:22]#[C:23][C:24]2[CH:29]=[CH:28][CH:27]=[CH:26][N:25]=2)=[CH:20][CH:21]=1)([CH3:6])([CH3:4])[CH3:5], predict the reactants needed to synthesize it. The reactants are: [H-].[Na+].[C:3]([NH:7][C:8]1[N:12]2[CH:13]=[CH:14][N:15]=[CH:16][C:11]2=[N:10][C:9]=1[C:17]1[S:18][C:19]([C:22]#[C:23][C:24]2[CH:29]=[CH:28][CH:27]=[CH:26][N:25]=2)=[CH:20][CH:21]=1)([CH3:6])([CH3:5])[CH3:4].CI.[C:32]([O-])([O-])=O.[Na+].[Na+]. (5) Given the product [Br:1][C:2]1[CH:3]=[C:4]([CH3:10])[C:5]([C:12]([F:19])([F:18])[C:13]([O:15][CH2:16][CH3:17])=[O:14])=[C:6]([CH3:8])[CH:7]=1, predict the reactants needed to synthesize it. The reactants are: [Br:1][C:2]1[CH:3]=[C:4]([CH3:10])[C:5](I)=[C:6]([CH3:8])[CH:7]=1.Br[C:12]([F:19])([F:18])[C:13]([O:15][CH2:16][CH3:17])=[O:14].